This data is from hERG Central: cardiac toxicity at 1µM, 10µM, and general inhibition. The task is: Predict hERG channel inhibition at various concentrations. (1) The compound is O=C(C1CCCN(c2ncnc3c2nc2n3CCCCC2)C1)N1CCN(c2cccc(Cl)c2)CC1. Results: hERG_inhib (hERG inhibition (general)): blocker. (2) The drug is O=C(N/N=C/c1cc(Cl)cc([N+](=O)[O-])c1O)C(O)(c1ccccc1)c1ccccc1. Results: hERG_inhib (hERG inhibition (general)): blocker. (3) The drug is Cc1ccc2nc3c(cc(C(=O)NCc4ccco4)c(=N)n3C3CCCC3)c(=O)n2c1. Results: hERG_inhib (hERG inhibition (general)): blocker. (4) The molecule is Cc1ccc(C(=O)N2CCCC(Nc3ccc(C)c(C)c3)C2)c(=O)[nH]1. Results: hERG_inhib (hERG inhibition (general)): blocker. (5) The compound is CN(C)CCCN(C(=O)COc1ccc(Cl)cc1)c1nc2cc3c(cc2s1)OCCO3.Cl. Results: hERG_inhib (hERG inhibition (general)): blocker. (6) The drug is Cc1ccc(SCC(=O)Nc2ccc(N3CCN(C)CC3)c(F)c2)c(C)c1. Results: hERG_inhib (hERG inhibition (general)): blocker. (7) The molecule is C=CCn1c(SCC(=O)NC2CC2)nc2sc(CC)cc2c1=O. Results: hERG_inhib (hERG inhibition (general)): blocker. (8) The drug is COc1ccc(CN(C(=O)c2cnccn2)C(C(=O)Nc2ccc(F)cc2)c2ccccc2)cc1. Results: hERG_inhib (hERG inhibition (general)): blocker. (9) The compound is O=C(Cc1ccc(S(=O)(=O)N2CCOCC2)s1)N1CCN(c2ccc(C(F)(F)F)cc2[N+](=O)[O-])CC1. Results: hERG_inhib (hERG inhibition (general)): blocker. (10) The molecule is CCOc1ccc(N(CC(=O)NCc2ccc(F)cc2)C(=O)c2ccco2)cc1. Results: hERG_inhib (hERG inhibition (general)): blocker.